From a dataset of Catalyst prediction with 721,799 reactions and 888 catalyst types from USPTO. Predict which catalyst facilitates the given reaction. (1) Reactant: [Cl:1][C:2]1[C:7]2[CH:8]=[N:9][NH:10][C:6]=2[CH:5]=[C:4]([Cl:11])[N:3]=1.[H-].[Na+].[CH3:14]I. Product: [Cl:1][C:2]1[C:7]2[CH:8]=[N:9][N:10]([CH3:14])[C:6]=2[CH:5]=[C:4]([Cl:11])[N:3]=1. The catalyst class is: 7. (2) Reactant: [F:1][C@:2]1([C:14]([O:16]C)=[O:15])[CH2:6][CH2:5][N:4]([C:7]([O:9][C:10]([CH3:13])([CH3:12])[CH3:11])=[O:8])[CH2:3]1.[OH-].[Na+]. Product: [C:10]([O:9][C:7]([N:4]1[CH2:5][CH2:6][C@:2]([F:1])([C:14]([OH:16])=[O:15])[CH2:3]1)=[O:8])([CH3:13])([CH3:11])[CH3:12]. The catalyst class is: 5. (3) The catalyst class is: 32. Reactant: [CH2:1]([CH:8]1[CH2:13][CH2:12][N:11]([CH:14]([CH3:21])[CH2:15][C:16](OCC)=[O:17])[CH2:10][CH2:9]1)[C:2]1[CH:7]=[CH:6][CH:5]=[CH:4][CH:3]=1.C(C1CCNCC1)C1C=CC=CC=1.C(OCC)(=O)/C=C/C. Product: [CH2:1]([CH:8]1[CH2:9][CH2:10][N:11]([CH:14]([CH3:21])[CH2:15][CH2:16][OH:17])[CH2:12][CH2:13]1)[C:2]1[CH:7]=[CH:6][CH:5]=[CH:4][CH:3]=1. (4) Reactant: Cl[C:2]1[C:11]2[C:6](=[CH:7][C:8]([O:17][CH2:18][CH2:19][O:20][CH3:21])=[C:9]([O:12][CH2:13][CH2:14][O:15][CH3:16])[CH:10]=2)[CH:5]=[C:4]([NH:22][C:23]2[CH:27]=[C:26]([CH3:28])[NH:25][N:24]=2)[N:3]=1. Product: [CH:9]([O:12][C:2]1[C:11]2[C:6](=[CH:7][C:8]([O:17][CH2:18][CH2:19][O:20][CH3:21])=[C:9]([O:12][CH2:13][CH2:14][O:15][CH3:16])[CH:10]=2)[CH:5]=[C:4]([NH:22][C:23]2[CH:27]=[C:26]([CH3:28])[NH:25][N:24]=2)[N:3]=1)([CH3:10])[CH3:8]. The catalyst class is: 32. (5) Reactant: [C:1]1([CH3:13])[CH:6]=[C:5]([CH3:7])[CH:4]=[C:3]([CH3:8])[C:2]=1[S:9](Cl)(=[O:11])=[O:10].[C:14]([NH:21][OH:22])([O:16][C:17]([CH3:20])([CH3:19])[CH3:18])=[O:15].C(N(CC)CC)C. Product: [C:17]([O:16][C:14]([NH:21][O:22][S:9]([C:2]1[C:3]([CH3:8])=[CH:4][C:5]([CH3:7])=[CH:6][C:1]=1[CH3:13])(=[O:11])=[O:10])=[O:15])([CH3:20])([CH3:19])[CH3:18]. The catalyst class is: 1. (6) Reactant: [Cl:1][C:2]1[CH:3]=[C:4]2[C:8](=[CH:9][CH:10]=1)[N:7]([CH2:11][CH:12]([CH3:14])[CH3:13])[CH:6]=[C:5]2[CH:15]=O.Cl.[CH2:18]([O:20][C:21](=[O:26])[C@H:22]([CH2:24][SH:25])[NH2:23])[CH3:19]. Product: [Cl:1][C:2]1[CH:3]=[C:4]2[C:8](=[CH:9][CH:10]=1)[N:7]([CH2:11][CH:12]([CH3:13])[CH3:14])[CH:6]=[C:5]2[CH:15]1[NH:23][CH:22]([C:21]([O:20][CH2:18][CH3:19])=[O:26])[CH2:24][S:25]1. The catalyst class is: 17. (7) Reactant: C([NH:4][C:5]1[CH:31]=[CH:30][C:8]2[C:9]([CH2:12][CH2:13][C:14]3[N:15]=[C:16]([C:22]4[CH:27]=[CH:26][C:25]([Cl:28])=[CH:24][C:23]=4[Cl:29])[O:17][C:18]=3[CH:19]([CH3:21])[CH3:20])=[N:10][O:11][C:7]=2[CH:6]=1)(=O)C.C(=O)([O-])O.[Na+]. Product: [NH2:4][C:5]1[CH:31]=[CH:30][C:8]2[C:9]([CH2:12][CH2:13][C:14]3[N:15]=[C:16]([C:22]4[CH:27]=[CH:26][C:25]([Cl:28])=[CH:24][C:23]=4[Cl:29])[O:17][C:18]=3[CH:19]([CH3:21])[CH3:20])=[N:10][O:11][C:7]=2[CH:6]=1. The catalyst class is: 33. (8) Reactant: [Br:1][C:2]1[CH:3]=[C:4]([N:22]([CH3:29])[CH:23]2[CH2:28][CH2:27][NH:26][CH2:25][CH2:24]2)[C:5]([CH3:21])=[C:6]([CH:20]=1)[C:7]([NH:9][CH2:10][C:11]1[C:12](=[O:19])[NH:13][C:14]([CH3:18])=[CH:15][C:16]=1[CH3:17])=[O:8].[C:30](O)(=[O:32])[CH3:31].C1CN([P+](ON2N=NC3C=CC=CC2=3)(N2CCCC2)N2CCCC2)CC1.F[P-](F)(F)(F)(F)F. Product: [C:30]([N:26]1[CH2:27][CH2:28][CH:23]([N:22]([CH3:29])[C:4]2[C:5]([CH3:21])=[C:6]([CH:20]=[C:2]([Br:1])[CH:3]=2)[C:7]([NH:9][CH2:10][C:11]2[C:12](=[O:19])[NH:13][C:14]([CH3:18])=[CH:15][C:16]=2[CH3:17])=[O:8])[CH2:24][CH2:25]1)(=[O:32])[CH3:31]. The catalyst class is: 16. (9) Reactant: [CH:1]1([N:7]([CH2:12][CH2:13][N:14]([CH2:25][CH2:26][C:27]2[C:35]3[S:34][C:33](=[O:36])[NH:32][C:31]=3[C:30]([OH:37])=[CH:29][CH:28]=2)[C:15](=[O:24])[O:16][CH2:17][C:18]2[CH:23]=[CH:22][CH:21]=[CH:20][CH:19]=2)[C:8](=[O:11])[CH:9]=[CH2:10])[CH2:6][CH2:5][CH2:4][CH2:3][CH2:2]1.Cl.[F:39][C:40]1[C:48]([F:49])=[CH:47][CH:46]=[CH:45][C:41]=1[CH2:42][CH2:43][NH2:44].C(N(CC)CC)C. Product: [CH:1]1([N:7]([C:8](=[O:11])[CH2:9][CH2:10][NH:44][CH2:43][CH2:42][C:41]2[CH:45]=[CH:46][CH:47]=[C:48]([F:49])[C:40]=2[F:39])[CH2:12][CH2:13][N:14]([CH2:25][CH2:26][C:27]2[C:35]3[S:34][C:33](=[O:36])[NH:32][C:31]=3[C:30]([OH:37])=[CH:29][CH:28]=2)[C:15](=[O:24])[O:16][CH2:17][C:18]2[CH:23]=[CH:22][CH:21]=[CH:20][CH:19]=2)[CH2:2][CH2:3][CH2:4][CH2:5][CH2:6]1. The catalyst class is: 8. (10) Reactant: [N+:1]([O-:4])(O)=[O:2].[NH:5]1[C:13]2[C:8](=[N:9][CH:10]=[CH:11][CH:12]=2)[CH:7]=[CH:6]1.[OH-].[Na+]. Product: [N+:1]([C:7]1[C:8]2=[N:9][CH:10]=[CH:11][CH:12]=[C:13]2[NH:5][CH:6]=1)([O-:4])=[O:2]. The catalyst class is: 65.